From a dataset of Forward reaction prediction with 1.9M reactions from USPTO patents (1976-2016). Predict the product of the given reaction. (1) Given the reactants [NH2:1][C:2]1[N:7]=[C:6]([C:8]2[N:12]([CH2:13][CH:14]3[CH2:16][CH2:15]3)[C:11]([CH3:17])=[N:10][CH:9]=2)[CH:5]=[CH:4][N:3]=1.[CH3:18][O:19][CH2:20][CH2:21][N:22]([C:33]([CH3:36])([CH3:35])[CH3:34])[S:23]([C:26]1[CH:31]=[CH:30][C:29](I)=[CH:28][CH:27]=1)(=[O:25])=[O:24].C(O)(=O)C, predict the reaction product. The product is: [CH:14]1([CH2:13][N:12]2[C:8]([C:6]3[CH:5]=[CH:4][N:3]=[C:2]([NH:1][C:29]4[CH:28]=[CH:27][C:26]([S:23](=[O:24])(=[O:25])[N:22]([CH2:21][CH2:20][O:19][CH3:18])[C:33]([CH3:36])([CH3:34])[CH3:35])=[CH:31][CH:30]=4)[N:7]=3)=[CH:9][N:10]=[C:11]2[CH3:17])[CH2:15][CH2:16]1. (2) Given the reactants [OH:1][CH2:2][CH2:3][C:4]1[CH:9]=[CH:8][C:7]([CH2:10][CH2:11][CH2:12][CH2:13][O:14][Si:15]([C:18]([CH3:21])([CH3:20])[CH3:19])([CH3:17])[CH3:16])=[CH:6][CH:5]=1.[H-].[Na+].Cl[C:25]1[C:34]2[C:29](=[CH:30][CH:31]=[CH:32][CH:33]=2)[N:28]=[CH:27][N:26]=1.O, predict the reaction product. The product is: [Si:15]([O:14][CH2:13][CH2:12][CH2:11][CH2:10][C:7]1[CH:8]=[CH:9][C:4]([CH2:3][CH2:2][O:1][C:25]2[C:34]3[C:29](=[CH:30][CH:31]=[CH:32][CH:33]=3)[N:28]=[CH:27][N:26]=2)=[CH:5][CH:6]=1)([C:18]([CH3:21])([CH3:20])[CH3:19])([CH3:17])[CH3:16]. (3) Given the reactants [Si:1]([O:8][C:9]1[C:18]2[O:17][CH2:16][CH2:15][NH:14][C:13]=2[CH:12]=[CH:11][CH:10]=1)([C:4]([CH3:7])([CH3:6])[CH3:5])([CH3:3])[CH3:2].N1C=CC=CC=1.[CH2:25]([O:32][C:33]1[C:41]([Cl:42])=[CH:40][C:36]([C:37](Cl)=[O:38])=[CH:35][C:34]=1[Cl:43])[C:26]1[CH:31]=[CH:30][CH:29]=[CH:28][CH:27]=1.C(O)(=O)CC(CC(O)=O)(C(O)=O)O, predict the reaction product. The product is: [CH2:25]([O:32][C:33]1[C:34]([Cl:43])=[CH:35][C:36]([C:37]([N:14]2[C:13]3[CH:12]=[CH:11][CH:10]=[C:9]([O:8][Si:1]([C:4]([CH3:7])([CH3:5])[CH3:6])([CH3:3])[CH3:2])[C:18]=3[O:17][CH2:16][CH2:15]2)=[O:38])=[CH:40][C:41]=1[Cl:42])[C:26]1[CH:27]=[CH:28][CH:29]=[CH:30][CH:31]=1.